From a dataset of Full USPTO retrosynthesis dataset with 1.9M reactions from patents (1976-2016). Predict the reactants needed to synthesize the given product. (1) Given the product [F:23][C:20]1[CH:21]=[CH:22][C:17]([N:12]2[C:13]3[C:9](=[CH:8][C:7]([O:6][CH2:5][CH2:4][CH2:3][CH2:2][N:26]([CH2:24][CH3:25])[CH2:27][CH2:28][OH:29])=[C:15]([F:16])[CH:14]=3)[CH:10]=[CH:11]2)=[CH:18][CH:19]=1, predict the reactants needed to synthesize it. The reactants are: Br[CH2:2][CH2:3][CH2:4][CH2:5][O:6][C:7]1[CH:8]=[C:9]2[C:13](=[CH:14][C:15]=1[F:16])[N:12]([C:17]1[CH:22]=[CH:21][C:20]([F:23])=[CH:19][CH:18]=1)[CH:11]=[CH:10]2.[CH2:24]([NH:26][CH2:27][CH2:28][OH:29])[CH3:25]. (2) Given the product [C:30]([C:29]1[CH:32]=[CH:33][C:26]([C:23]2[CH:22]=[CH:21][C:20]([O:17][CH2:16][C@H:4]3[CH2:3][C:2]([F:18])([F:1])[CH2:7][CH2:6][C@@H:5]3[NH:8][C:9](=[O:15])[O:10][C:11]([CH3:14])([CH3:12])[CH3:13])=[CH:25][CH:24]=2)=[N:27][CH:28]=1)#[N:31], predict the reactants needed to synthesize it. The reactants are: [F:1][C:2]1([F:18])[CH2:7][CH2:6][C@H:5]([NH:8][C:9](=[O:15])[O:10][C:11]([CH3:14])([CH3:13])[CH3:12])[C@@H:4]([CH2:16][OH:17])[CH2:3]1.O[C:20]1[CH:25]=[CH:24][C:23]([C:26]2[CH:33]=[CH:32][C:29]([C:30]#[N:31])=[CH:28][N:27]=2)=[CH:22][CH:21]=1.C1CCN(C(N=NC(N2CCCCC2)=O)=O)CC1.P(CCCC)(CCCC)CCCC.[OH-].[Na+]. (3) Given the product [Cl:21][C:15]1[CH:14]=[C:13]2[C:18]([C:19](=[O:20])[C:10]([CH2:9][NH:8][C:6]([C:5]3[CH:28]=[CH:29][C:2]([N:34]4[CH2:35][CH2:36][CH:31]([OH:30])[CH2:32][CH2:33]4)=[N:3][CH:4]=3)=[O:7])=[CH:11][N:12]2[C:22]2[CH:23]=[CH:24][CH:25]=[CH:26][CH:27]=2)=[CH:17][CH:16]=1, predict the reactants needed to synthesize it. The reactants are: Cl[C:2]1[CH:29]=[CH:28][C:5]([C:6]([NH:8][CH2:9][C:10]2[C:19](=[O:20])[C:18]3[C:13](=[CH:14][C:15]([Cl:21])=[CH:16][CH:17]=3)[N:12]([C:22]3[CH:27]=[CH:26][CH:25]=[CH:24][CH:23]=3)[CH:11]=2)=[O:7])=[CH:4][N:3]=1.[OH:30][CH:31]1[CH2:36][CH2:35][NH:34][CH2:33][CH2:32]1.